Dataset: Forward reaction prediction with 1.9M reactions from USPTO patents (1976-2016). Task: Predict the product of the given reaction. (1) Given the reactants [C:1]([NH:8][C@@H:9]([C:11]([OH:13])=O)[CH3:10])([O:3][C:4]([CH3:7])([CH3:6])[CH3:5])=[O:2].C1C=CC2N(O)N=NC=2C=1.CCN=C=NCCCN(C)C.Cl.[NH2:36][CH:37]([C:52]1[CH:57]=[CH:56][CH:55]=[CH:54][CH:53]=1)[CH2:38][NH:39][C:40]([CH:42]1[CH2:47][CH:46]([CH3:48])[CH2:45][CH2:44][CH:43]1[CH:49]([CH3:51])[CH3:50])=[O:41], predict the reaction product. The product is: [C:4]([O:3][C:1](=[O:2])[NH:8][CH:9]([C:11](=[O:13])[NH:36][CH:37]([C:52]1[CH:53]=[CH:54][CH:55]=[CH:56][CH:57]=1)[CH2:38][NH:39][C:40]([CH:42]1[CH2:47][CH:46]([CH3:48])[CH2:45][CH2:44][CH:43]1[CH:49]([CH3:51])[CH3:50])=[O:41])[CH3:10])([CH3:5])([CH3:6])[CH3:7]. (2) Given the reactants S(C1C=CC(C)=CC=1)(O)(=O)=O.[CH3:12][O:13][C:14]1[CH:15]=[C:16]2[C:21](=[CH:22][CH:23]=1)[CH:20]=[C:19]([O:24][CH2:25][C:26]1([C:30]([O:32][CH2:33][CH3:34])=[O:31])[CH2:29][NH:28][CH2:27]1)[CH:18]=[CH:17]2.C(N(CC)CC)C.[F:42][C:43]1[CH:51]=[CH:50][C:46]([C:47](Cl)=[O:48])=[CH:45][CH:44]=1.C(O)(=O)CC(CC(O)=O)(C(O)=O)O, predict the reaction product. The product is: [F:42][C:43]1[CH:51]=[CH:50][C:46]([C:47]([N:28]2[CH2:29][C:26]([CH2:25][O:24][C:19]3[CH:18]=[CH:17][C:16]4[C:21](=[CH:22][CH:23]=[C:14]([O:13][CH3:12])[CH:15]=4)[CH:20]=3)([C:30]([O:32][CH2:33][CH3:34])=[O:31])[CH2:27]2)=[O:48])=[CH:45][CH:44]=1. (3) The product is: [CH3:25][O:26][C:27](=[O:75])[NH:28][CH:29]([C:33]([N:35]1[CH:41]([C:42]2[NH:43][C:44]([C:47]3[CH:48]=[CH:49][C:50]([C:53]4[CH:62]=[CH:61][C:60]5[C:55](=[CH:56][CH:57]=[C:58]([C:63]6[NH:64][C:65]([CH:68]7[CH2:72][CH:71]([C:73]#[N:74])[CH2:70][N:69]7[C:7](=[O:8])[CH:6]([NH:5][C:3]([O:2][CH3:1])=[O:4])[CH2:10][CH3:11])=[N:66][CH:67]=6)[CH:59]=5)[CH:54]=4)=[CH:51][CH:52]=3)=[CH:45][N:46]=2)[CH2:40][C:37]2([CH2:38][CH2:39]2)[CH2:36]1)=[O:34])[CH:30]([CH3:32])[CH3:31]. Given the reactants [CH3:1][O:2][C:3]([NH:5][CH:6]([CH2:10][CH3:11])[C:7](O)=[O:8])=[O:4].C1C=CC2N(O)N=NC=2C=1.Cl.Cl.Cl.[CH3:25][O:26][C:27](=[O:75])[NH:28][CH:29]([C:33]([N:35]1[CH:41]([C:42]2[NH:43][C:44]([C:47]3[CH:52]=[CH:51][C:50]([C:53]4[CH:62]=[CH:61][C:60]5[C:55](=[CH:56][CH:57]=[C:58]([C:63]6[NH:64][C:65]([CH:68]7[CH2:72][CH:71]([C:73]#[N:74])[CH2:70][NH:69]7)=[N:66][CH:67]=6)[CH:59]=5)[CH:54]=4)=[CH:49][CH:48]=3)=[CH:45][N:46]=2)[CH2:40][C:37]2([CH2:39][CH2:38]2)[CH2:36]1)=[O:34])[CH:30]([CH3:32])[CH3:31].CN1CCOCC1, predict the reaction product. (4) Given the reactants [CH2:1]([O:8][C:9]([N:11]1[CH2:15][C:14](=[O:16])[N:13]=[C:12]1[NH2:17])=[O:10])[C:2]1[CH:7]=[CH:6][CH:5]=[CH:4][CH:3]=1.[CH3:18][C:19]([O:22][C:23](O[C:23]([O:22][C:19]([CH3:21])([CH3:20])[CH3:18])=[O:24])=[O:24])([CH3:21])[CH3:20], predict the reaction product. The product is: [CH2:1]([O:8][C:9]([N:11]1[CH2:15][C:14](=[O:16])[N:13]=[C:12]1[NH:17][C:23]([O:22][C:19]([CH3:21])([CH3:20])[CH3:18])=[O:24])=[O:10])[C:2]1[CH:7]=[CH:6][CH:5]=[CH:4][CH:3]=1. (5) Given the reactants [OH:1][C:2]1[CH:7]=[CH:6][C:5]([CH2:8][CH2:9][C:10]([OH:12])=[O:11])=[CH:4][CH:3]=1.[CH2:13](Br)[C:14]1[CH:19]=[CH:18][CH:17]=[CH:16][CH:15]=1.Cl, predict the reaction product. The product is: [CH2:13]([O:1][C:2]1[CH:3]=[CH:4][C:5]([CH2:8][CH2:9][C:10]([OH:12])=[O:11])=[CH:6][CH:7]=1)[C:14]1[CH:19]=[CH:18][CH:17]=[CH:16][CH:15]=1. (6) Given the reactants FC1C=CC([C:8]#[N:9])=CC=1.[C:10]1([S:16]([O-:18])=[O:17])[CH:15]=[CH:14][CH:13]=[CH:12][CH:11]=1.[Na+].C(=O)([O-])[O-].[K+].[K+], predict the reaction product. The product is: [C:8]([S:16]([C:10]1[CH:15]=[CH:14][CH:13]=[CH:12][CH:11]=1)(=[O:18])=[O:17])#[N:9].